The task is: Regression. Given a peptide amino acid sequence and an MHC pseudo amino acid sequence, predict their binding affinity value. This is MHC class I binding data.. This data is from Peptide-MHC class I binding affinity with 185,985 pairs from IEDB/IMGT. (1) The peptide sequence is LDKGKLWHL. The MHC is HLA-A30:01 with pseudo-sequence HLA-A30:01. The binding affinity (normalized) is 0.0847. (2) The peptide sequence is ALFGIKLPAL. The MHC is HLA-A02:01 with pseudo-sequence HLA-A02:01. The binding affinity (normalized) is 0.957.